From a dataset of Full USPTO retrosynthesis dataset with 1.9M reactions from patents (1976-2016). Predict the reactants needed to synthesize the given product. (1) Given the product [O:31]=[S:27]1(=[O:30])[CH2:28][CH2:29][C@H:25](/[CH:23]=[CH:5]/[C:4](=[O:3])[CH2:12][C:13]2[CH:18]=[CH:17][CH:16]=[C:15]([C:19]([F:20])([F:21])[F:22])[CH:14]=2)[N:26]1[CH2:32][CH2:33][CH2:34][C:35]1[S:39][C:38]([C:40]([O:42][CH3:43])=[O:41])=[CH:37][CH:36]=1, predict the reactants needed to synthesize it. The reactants are: [H-].[Na+].[O:3]=[C:4]([CH2:12][C:13]1[CH:18]=[CH:17][CH:16]=[C:15]([C:19]([F:22])([F:21])[F:20])[CH:14]=1)[CH2:5]P(=O)(OC)OC.[CH:23]([C@H:25]1[CH2:29][CH2:28][S:27](=[O:31])(=[O:30])[N:26]1[CH2:32][CH2:33][CH2:34][C:35]1[S:39][C:38]([C:40]([O:42][CH3:43])=[O:41])=[CH:37][CH:36]=1)=O. (2) Given the product [F:15][C:11]1([F:14])[CH2:12][CH2:13][N:8]([C:6]([O:5][C:1]([CH3:2])([CH3:3])[CH3:4])=[O:7])[CH:9]([C:16](=[O:18])[NH:20][C:21]2([C:24]3[CH:33]=[CH:32][C:27]([C:28]([O:30][CH3:31])=[O:29])=[CH:26][CH:25]=3)[CH2:23][CH2:22]2)[CH2:10]1, predict the reactants needed to synthesize it. The reactants are: [C:1]([O:5][C:6]([N:8]1[CH2:13][CH2:12][C:11]([F:15])([F:14])[CH2:10][CH:9]1[C:16]([OH:18])=O)=[O:7])([CH3:4])([CH3:3])[CH3:2].Cl.[NH2:20][C:21]1([C:24]2[CH:33]=[CH:32][C:27]([C:28]([O:30][CH3:31])=[O:29])=[CH:26][CH:25]=2)[CH2:23][CH2:22]1.